This data is from Forward reaction prediction with 1.9M reactions from USPTO patents (1976-2016). The task is: Predict the product of the given reaction. Given the reactants Br[C:2]1[CH:7]=[C:6]([CH3:8])[C:5]([OH:9])=[C:4]([CH3:10])[CH:3]=1.[O:11]1[CH:15]=[CH:14][C:13](B(O)O)=[CH:12]1.C(=O)([O-])[O-].[Na+].[Na+].O, predict the reaction product. The product is: [O:11]1[CH:15]=[CH:14][C:13]([C:2]2[CH:7]=[C:6]([CH3:8])[C:5]([OH:9])=[C:4]([CH3:10])[CH:3]=2)=[CH:12]1.